From a dataset of Full USPTO retrosynthesis dataset with 1.9M reactions from patents (1976-2016). Predict the reactants needed to synthesize the given product. Given the product [NH2:23][CH2:22][C@@H:7]1[C@H:8]([NH:11][C:12](=[O:21])[O:13][CH2:14][C:15]2[CH:16]=[CH:17][CH:18]=[CH:19][CH:20]=2)[C:9](=[O:10])[N:6]1[CH2:5][C:4]1[CH:34]=[CH:35][C:36]([O:38][CH3:39])=[CH:37][C:3]=1[O:2][CH3:1], predict the reactants needed to synthesize it. The reactants are: [CH3:1][O:2][C:3]1[CH:37]=[C:36]([O:38][CH3:39])[CH:35]=[CH:34][C:4]=1[CH2:5][N:6]1[C:9](=[O:10])[C@@H:8]([NH:11][C:12](=[O:21])[O:13][CH2:14][C:15]2[CH:20]=[CH:19][CH:18]=[CH:17][CH:16]=2)[C@H:7]1[CH2:22][N:23]1C(=O)C2C(=CC=CC=2)C1=O.O.NN.